From a dataset of Peptide-MHC class II binding affinity with 134,281 pairs from IEDB. Regression. Given a peptide amino acid sequence and an MHC pseudo amino acid sequence, predict their binding affinity value. This is MHC class II binding data. The peptide sequence is TPQPMELKYSWKTWG. The MHC is DRB1_0404 with pseudo-sequence DRB1_0404. The binding affinity (normalized) is 0.0920.